Dataset: SARS-CoV-2 main protease (3CLPro) crystallographic fragment screen with 879 compounds. Task: Binary Classification. Given a drug SMILES string, predict its activity (active/inactive) in a high-throughput screening assay against a specified biological target. The compound is CC(=O)Nc1cnccc1C. The result is 1 (active).